This data is from Forward reaction prediction with 1.9M reactions from USPTO patents (1976-2016). The task is: Predict the product of the given reaction. (1) Given the reactants [CH2:1]([O:8][CH2:9][CH2:10][CH2:11][C@@H:12]1[CH2:16][CH2:15][N:14](C(OC(C)(C)C)=O)[CH2:13]1)[C:2]1[CH:7]=[CH:6][CH:5]=[CH:4][CH:3]=1.C(O)(C(F)(F)F)=O, predict the reaction product. The product is: [CH2:1]([O:8][CH2:9][CH2:10][CH2:11][C@@H:12]1[CH2:16][CH2:15][NH:14][CH2:13]1)[C:2]1[CH:7]=[CH:6][CH:5]=[CH:4][CH:3]=1. (2) Given the reactants [CH3:1][O:2][C:3](=[O:39])[N:4]([CH2:27][C:28]1[CH:33]=[C:32]([C:34]([F:37])([F:36])[F:35])[CH:31]=[C:30](I)[CH:29]=1)[CH2:5][C:6]1[CH:11]=[C:10]([C:12]([F:15])([F:14])[F:13])[CH:9]=[CH:8][C:7]=1[C:16]1[CH:21]=[C:20]([CH:22]([CH3:24])[CH3:23])[CH:19]=[CH:18][C:17]=1[O:25][CH3:26].[N:40]1[CH:45]=[CH:44][C:43](B(O)O)=[CH:42][CH:41]=1.CC(O)C(O)C.C([O-])([O-])=O.[Na+].[Na+], predict the reaction product. The product is: [CH3:1][O:2][C:3](=[O:39])[N:4]([CH2:5][C:6]1[CH:11]=[C:10]([C:12]([F:13])([F:14])[F:15])[CH:9]=[CH:8][C:7]=1[C:16]1[CH:21]=[C:20]([CH:22]([CH3:23])[CH3:24])[CH:19]=[CH:18][C:17]=1[O:25][CH3:26])[CH2:27][C:28]1[CH:33]=[C:32]([C:34]([F:37])([F:36])[F:35])[CH:31]=[C:30]([C:43]2[CH:44]=[CH:45][N:40]=[CH:41][CH:42]=2)[CH:29]=1.